Dataset: NCI-60 drug combinations with 297,098 pairs across 59 cell lines. Task: Regression. Given two drug SMILES strings and cell line genomic features, predict the synergy score measuring deviation from expected non-interaction effect. Drug 1: CC(C1=C(C=CC(=C1Cl)F)Cl)OC2=C(N=CC(=C2)C3=CN(N=C3)C4CCNCC4)N. Drug 2: CC12CCC(CC1=CCC3C2CCC4(C3CC=C4C5=CN=CC=C5)C)O. Cell line: A549. Synergy scores: CSS=25.3, Synergy_ZIP=-4.48, Synergy_Bliss=1.21, Synergy_Loewe=-4.14, Synergy_HSA=0.313.